This data is from Forward reaction prediction with 1.9M reactions from USPTO patents (1976-2016). The task is: Predict the product of the given reaction. (1) Given the reactants [C:1]([O:5][C:6]([N:8]1[CH2:12][CH2:11][CH2:10][C@@H:9]1[CH2:13][O:14][C:15]1[C:16]([C:21]([O:23]CC)=[O:22])=[N:17][CH:18]=[CH:19][CH:20]=1)=[O:7])([CH3:4])([CH3:3])[CH3:2].COC1C=C(OC[C@H]2CCCN2C([C@H]2CC[C@H](C(F)(F)F)CC2)=O)C(C(OCC)=O)=NC=1, predict the reaction product. The product is: [C:1]([O:5][C:6]([N:8]1[CH2:12][CH2:11][CH2:10][C@@H:9]1[CH2:13][O:14][C:15]1[C:16]([C:21]([OH:23])=[O:22])=[N:17][CH:18]=[CH:19][CH:20]=1)=[O:7])([CH3:4])([CH3:2])[CH3:3]. (2) Given the reactants [CH3:1][O:2][C:3]1[CH:4]=[C:5]2[C:10](=[CH:11][C:12]=1[O:13][CH3:14])[N:9]=[CH:8][CH:7]=[C:6]2[O:15][C:16]1[CH:22]=[CH:21][C:19]([NH2:20])=[C:18]([CH3:23])[C:17]=1[CH3:24].Cl[C:26](Cl)([O:28][C:29](=[O:35])OC(Cl)(Cl)Cl)Cl.[C:37]1([CH2:43][CH2:44]CO)[CH:42]=[CH:41][CH:40]=[CH:39][CH:38]=1.C(=O)(O)[O-].[Na+], predict the reaction product. The product is: [CH3:1][O:2][C:3]1[CH:4]=[C:5]2[C:10](=[CH:11][C:12]=1[O:13][CH3:14])[N:9]=[CH:8][CH:7]=[C:6]2[O:15][C:16]1[CH:22]=[CH:21][C:19]([NH:20][C:29](=[O:35])[O:28][CH2:26][CH2:44][CH2:43][C:37]2[CH:42]=[CH:41][CH:40]=[CH:39][CH:38]=2)=[C:18]([CH3:23])[C:17]=1[CH3:24]. (3) Given the reactants [CH3:1][O:2][C:3]1([O:25][CH3:26])[CH2:8][CH2:7][N:6]([C:9]2[CH:14]=[CH:13][C:12]([N:15]3[CH2:19][C@H:18]([CH2:20]N)[O:17][C:16]3=[O:22])=[CH:11][C:10]=2[F:23])[CH2:5][CH:4]1[F:24].[N:27]1C=CC=[CH:29][CH:28]=1.C(OC(=O)C)(=[O:35])C, predict the reaction product. The product is: [CH3:1][O:2][C:3]1([O:25][CH3:26])[CH2:8][CH2:7][N:6]([C:9]2[CH:14]=[CH:13][C:12]([N:15]3[CH2:19][C@H:18]([CH2:20][CH2:29][C:28]([NH2:27])=[O:35])[O:17][C:16]3=[O:22])=[CH:11][C:10]=2[F:23])[CH2:5][CH:4]1[F:24]. (4) The product is: [F:31][C:22]1[C:21]([CH2:20][N:7]2[C:8]3[C:13](=[CH:12][C:11]([O:15][CH3:16])=[CH:10][CH:9]=3)[CH:14]=[C:6]2[C:3]2[CH:4]=[CH:5][O:1][CH:2]=2)=[CH:30][CH:29]=[CH:28][C:23]=1[C:24]([O:26][CH3:27])=[O:25]. Given the reactants [O:1]1[CH:5]=[CH:4][C:3]([C:6]2[NH:7][C:8]3[C:13]([CH:14]=2)=[CH:12][C:11]([O:15][CH3:16])=[CH:10][CH:9]=3)=[CH:2]1.[H-].[Na+].Br[CH2:20][C:21]1[C:22]([F:31])=[C:23]([CH:28]=[CH:29][CH:30]=1)[C:24]([O:26][CH3:27])=[O:25].[Cl-].[NH4+], predict the reaction product. (5) Given the reactants F[C:2]1[CH:7]=[CH:6][C:5]([N+:8]([O-])=O)=[CH:4][C:3]=1[C:11]([F:14])([F:13])[F:12].[S:15]1[C:19]2=[CH:20][CH:21]=[CH:22][C:23]([OH:24])=[C:18]2[CH:17]=[N:16]1.C(=O)([O-])[O-].[K+].[K+].O, predict the reaction product. The product is: [S:15]1[C:19]2[CH:20]=[CH:21][CH:22]=[C:23]([O:24][C:2]3[CH:7]=[CH:6][C:5]([NH2:8])=[CH:4][C:3]=3[C:11]([F:14])([F:13])[F:12])[C:18]=2[CH:17]=[N:16]1. (6) The product is: [C:20]([O:19][C:17]([N:11]1[CH2:16][CH2:15][N:14]([C:2]2[CH:10]=[CH:9][C:5]([C:6]([OH:8])=[O:7])=[CH:4][N:3]=2)[CH2:13][CH2:12]1)=[O:18])([CH3:23])([CH3:21])[CH3:22]. Given the reactants Cl[C:2]1[CH:10]=[CH:9][C:5]([C:6]([OH:8])=[O:7])=[CH:4][N:3]=1.[N:11]1([C:17]([O:19][C:20]([CH3:23])([CH3:22])[CH3:21])=[O:18])[CH2:16][CH2:15][NH:14][CH2:13][CH2:12]1.CCN(C(C)C)C(C)C, predict the reaction product. (7) Given the reactants F[C:2]1[N:7]=[C:6]([C:8]2[C:9]([CH3:19])=[C:10]3[C:15](=[O:16])[NH:14][CH2:13][CH2:12][N:11]3[C:17]=2[CH3:18])[CH:5]=[CH:4][N:3]=1.[NH:20]1[C:24]([C:25]2[CH:30]=[CH:29][C:28]([NH2:31])=[CH:27][CH:26]=2)=[N:23][N:22]=[N:21]1, predict the reaction product. The product is: [CH3:18][C:17]1[N:11]2[CH2:12][CH2:13][NH:14][C:15](=[O:16])[C:10]2=[C:9]([CH3:19])[C:8]=1[C:6]1[CH:5]=[CH:4][N:3]=[C:2]([NH:31][C:28]2[CH:29]=[CH:30][C:25]([C:24]3[NH:23][N:22]=[N:21][N:20]=3)=[CH:26][CH:27]=2)[N:7]=1. (8) Given the reactants [F:1][CH:2]([F:26])[O:3][C:4]1[CH:5]=[C:6]([CH:14]([C:16]2[C:24]3[C:19](=[N:20][CH:21]=[C:22]([Br:25])[CH:23]=3)[NH:18][CH:17]=2)[OH:15])[CH:7]=[C:8]([O:10][CH:11]([F:13])[F:12])[CH:9]=1.CC(OI1(OC(C)=O)(OC(C)=O)OC(=O)C2C=CC=CC1=2)=O, predict the reaction product. The product is: [F:13][CH:11]([F:12])[O:10][C:8]1[CH:7]=[C:6]([C:14]([C:16]2[C:24]3[C:19](=[N:20][CH:21]=[C:22]([Br:25])[CH:23]=3)[NH:18][CH:17]=2)=[O:15])[CH:5]=[C:4]([O:3][CH:2]([F:26])[F:1])[CH:9]=1. (9) Given the reactants [CH:1]1([CH2:4][CH2:5][NH:6][C:7]2[N:15]=[C:14]3[C:10]([N:11]=[C:12]([O:22][CH3:23])[N:13]3C3CCCCO3)=[C:9]([NH2:24])[N:8]=2)[CH2:3][CH2:2]1.[F:25][C:26]([F:31])([F:30])[C:27]([OH:29])=[O:28], predict the reaction product. The product is: [F:25][C:26]([F:31])([F:30])[C:27]([OH:29])=[O:28].[CH:1]1([CH2:4][CH2:5][NH:6][C:7]2[N:15]=[C:14]3[C:10]([N:11]=[C:12]([O:22][CH3:23])[NH:13]3)=[C:9]([NH2:24])[N:8]=2)[CH2:3][CH2:2]1.